This data is from Reaction yield outcomes from USPTO patents with 853,638 reactions. The task is: Predict the reaction yield, written as a fraction of the theoretical maximum amount of product (1.0 means a 100% yield; for example, 0.34 means a 34% yield). (1) The reactants are [CH3:1][N:2]1[CH2:7][C:6](=O)[NH:5][C:4]([CH3:10])([CH3:9])[C:3]1=O.CO.[ClH:14].O1CCOCC1. The catalyst is O1CCCC1. The product is [ClH:14].[CH3:1][N:2]1[CH2:7][CH2:6][NH:5][C:4]([CH3:10])([CH3:9])[CH2:3]1. The yield is 1.00. (2) The reactants are Br[C:2]1[N:7]=[CH:6][C:5]([C:8]([OH:10])=[O:9])=[C:4]([Cl:11])[CH:3]=1.[F:12][C:13]1[CH:14]=[C:15](B(O)O)[CH:16]=[C:17]([O:19][CH2:20][CH:21]([CH3:23])[CH3:22])[CH:18]=1.C1(P(C2C=CC=CC=2)C2C=CC=CC=2)C=CC=CC=1.C(=O)([O-])[O-].[K+].[K+]. The catalyst is O1CCOCC1.[Pd]. The product is [Cl:11][C:4]1[CH:3]=[C:2]([C:15]2[CH:16]=[C:17]([O:19][CH2:20][CH:21]([CH3:22])[CH3:23])[CH:18]=[C:13]([F:12])[CH:14]=2)[N:7]=[CH:6][C:5]=1[C:8]([OH:10])=[O:9]. The yield is 0.830. (3) The reactants are [F:1][C:2]1[CH:10]=[CH:9][C:5]([C:6](Cl)=[O:7])=[CH:4][CH:3]=1.[CH3:11][CH2:12][OH:13]. No catalyst specified. The product is [F:1][C:2]1[CH:10]=[CH:9][C:5]([C:6]([O:13][CH2:12][CH3:11])=[O:7])=[CH:4][CH:3]=1. The yield is 0.980. (4) The reactants are C(OC([NH:8][CH2:9][CH:10]1[CH2:15][CH2:14][N:13]([C:16]2[N:20]([CH3:21])[N:19]=[CH:18][C:17]=2[NH:22][C:23]([C:25]2[N:26]=[C:27](Br)[S:28][C:29]=2[NH:30]C(=O)OC(C)(C)C)=[O:24])[CH2:12][CH2:11]1)=O)CCC.[C:39]1(B2OC(C)(C)C(C)(C)O2)[CH2:45][CH2:44][CH2:43][CH2:42][CH2:41][CH:40]=1. No catalyst specified. The product is [NH2:30][C:29]1[S:28][C:27]([CH:39]2[CH2:45][CH2:44][CH2:43][CH2:42][CH2:41][CH2:40]2)=[N:26][C:25]=1[C:23]([NH:22][C:17]1[CH:18]=[N:19][N:20]([CH3:21])[C:16]=1[N:13]1[CH2:12][CH2:11][CH:10]([CH2:9][NH2:8])[CH2:15][CH2:14]1)=[O:24]. The yield is 0.300. (5) The yield is 0.870. The reactants are [F:1][C:2]1[CH:3]=[C:4]2[C:8](=[CH:9][CH:10]=1)[NH:7][C:6](=[O:11])[CH2:5]2.C[Si]([N-][Si](C)(C)C)(C)C.[Li+].[CH3:22][CH:23]1[O:27][C:26](=O)[C:25]2[S:29][CH:30]=[CH:31][C:24]1=2.Cl. The catalyst is C1COCC1. The product is [F:1][C:2]1[CH:3]=[C:4]2[C:8](=[CH:9][CH:10]=1)[NH:7][C:6](=[O:11])[C:5]2=[C:26]1[C:25]2[S:29][CH:30]=[CH:31][C:24]=2[CH:23]([CH3:22])[O:27]1.